Dataset: Full USPTO retrosynthesis dataset with 1.9M reactions from patents (1976-2016). Task: Predict the reactants needed to synthesize the given product. (1) Given the product [Cl:26][C:19]1[CH:20]=[C:21]([C:22]#[N:23])[CH:24]=[CH:25][C:18]=1[CH2:17][NH:16][C:11](=[O:13])[CH:10]([C:3]1[CH:4]=[CH:5][C:6]([O:8][CH3:9])=[CH:7][C:2]=1[F:1])[O:14][CH3:15], predict the reactants needed to synthesize it. The reactants are: [F:1][C:2]1[CH:7]=[C:6]([O:8][CH3:9])[CH:5]=[CH:4][C:3]=1[CH:10]([O:14][CH3:15])[C:11]([OH:13])=O.[NH2:16][CH2:17][C:18]1[CH:25]=[CH:24][C:21]([C:22]#[N:23])=[CH:20][C:19]=1[Cl:26]. (2) Given the product [C:1]([C:5]1[CH:9]=[C:8]([NH:10][C:11]([NH:26][CH2:27][C:28]2[CH:46]=[C:45]([F:47])[CH:44]=[CH:43][C:29]=2[O:30][C:31]2[CH:32]=[C:33]3[C:37](=[CH:38][CH:39]=2)[N:36]([CH2:40][CH2:41][OH:42])[N:35]=[CH:34]3)=[O:18])[N:7]([C:19]2[CH:20]=[CH:21][C:22]([C:25]#[N:50])=[CH:23][CH:24]=2)[N:6]=1)([CH3:2])([CH3:3])[CH3:4], predict the reactants needed to synthesize it. The reactants are: [C:1]([C:5]1[CH:9]=[C:8]([NH:10][C:11](=[O:18])OCC(Cl)(Cl)Cl)[N:7]([C:19]2[CH:24]=[CH:23][C:22]([CH3:25])=[CH:21][CH:20]=2)[N:6]=1)([CH3:4])([CH3:3])[CH3:2].[NH2:26][CH2:27][C:28]1[CH:46]=[C:45]([F:47])[CH:44]=[CH:43][C:29]=1[O:30][C:31]1[CH:32]=[C:33]2[C:37](=[CH:38][CH:39]=1)[N:36]([CH2:40][CH2:41][OH:42])[N:35]=[CH:34]2.C([N:50](CC)CC)C. (3) Given the product [NH2:2][C@H:3]([C:8]([OH:10])=[O:9])[CH2:4][CH2:5][CH2:6][NH2:7], predict the reactants needed to synthesize it. The reactants are: Cl.[NH2:2][C@H:3]([C:8]([OH:10])=[O:9])[CH2:4][CH2:5][CH2:6][NH2:7].P([O-])([O-])([O-])=O.[Ca+2].P([O-])([O-])([O-])=O.[Ca+2].[Ca+2]. (4) Given the product [N+:8]([C:5]1[CH:6]=[CH:7][C:2]([C:18]2[CH:19]=[C:14]([CH:15]=[CH:16][CH:17]=2)[C:11]([OH:13])=[O:12])=[CH:3][CH:4]=1)([O-:10])=[O:9], predict the reactants needed to synthesize it. The reactants are: Br[C:2]1[CH:7]=[CH:6][C:5]([N+:8]([O-:10])=[O:9])=[CH:4][CH:3]=1.[C:11]([C:14]1[CH:15]=[C:16](B(O)O)[CH:17]=[CH:18][CH:19]=1)([OH:13])=[O:12].C(=O)([O-])[O-].[K+].[K+]. (5) The reactants are: C(O[C:6](=[O:30])[NH:7][CH2:8][C:9]1[CH:14]=[CH:13][C:12]([C:15]2[C:16]3[CH:23]=[C:22]([C:24]4[CH:25]=[N:26][N:27]([CH3:29])[CH:28]=4)[NH:21][C:17]=3[N:18]=[CH:19][N:20]=2)=[CH:11][CH:10]=1)(C)(C)C.C(O)(C(F)(F)F)=O.[O:38]1[CH2:41][CH:40]([C:42]2[CH:50]=[CH:49][C:45](C(O)=O)=[CH:44][CH:43]=2)[CH2:39]1.CCN(C(C)C)C(C)C.CN(C(ON1N=NC2C=CC=NC1=2)=[N+](C)C)C.F[P-](F)(F)(F)(F)F. Given the product [CH3:29][N:27]1[CH:28]=[C:24]([C:22]2[NH:21][C:17]3[N:18]=[CH:19][N:20]=[C:15]([C:12]4[CH:13]=[CH:14][C:9]([CH2:8][NH:7][C:6](=[O:30])[C:45]5[CH:49]=[CH:50][C:42]([CH:40]6[CH2:41][O:38][CH2:39]6)=[CH:43][CH:44]=5)=[CH:10][CH:11]=4)[C:16]=3[CH:23]=2)[CH:25]=[N:26]1, predict the reactants needed to synthesize it. (6) Given the product [CH:1]([N:4]1[C:8]([C:9]2[N:18]=[C:17]3[C:16]4[CH:19]=[C:20]([S:23]([NH:45][C:39]5[CH:44]=[CH:43][CH:42]=[CH:41][CH:40]=5)(=[O:26])=[O:24])[CH:21]=[CH:22][C:15]=4[O:14][CH2:13][CH2:12][N:11]3[CH:10]=2)=[N:7][CH:6]=[N:5]1)([CH3:2])[CH3:3], predict the reactants needed to synthesize it. The reactants are: [CH:1]([N:4]1[C:8]([C:9]2[N:18]=[C:17]3[N:11]([CH2:12][CH2:13][O:14][C:15]4[CH:22]=[CH:21][C:20]([S:23]([O-:26])(=O)=[O:24])=[CH:19][C:16]=43)[CH:10]=2)=[N:7][CH:6]=[N:5]1)([CH3:3])[CH3:2].[Na+].C(Cl)(=O)C(Cl)=O.CN(C=O)C.[C:39]1([NH2:45])[CH:44]=[CH:43][CH:42]=[CH:41][CH:40]=1.CCN(CC)CC. (7) Given the product [CH3:1][O:2][C:3]([C:5]1[S:6][C:7]([C:27]#[C:28][C:29]([CH3:31])([CH3:30])[CH3:32])=[CH:8][C:9]=1[N:10]([C@H:20]1[CH2:21][CH2:22][C@@H:23]([O:26][S:34]([CH3:33])(=[O:36])=[O:35])[CH2:24][CH2:25]1)[C:11]([C@H:13]1[CH2:18][CH2:17][C@H:16]([CH3:19])[CH2:15][CH2:14]1)=[O:12])=[O:4], predict the reactants needed to synthesize it. The reactants are: [CH3:1][O:2][C:3]([C:5]1[S:6][C:7]([C:27]#[C:28][C:29]([CH3:32])([CH3:31])[CH3:30])=[CH:8][C:9]=1[N:10]([C@H:20]1[CH2:25][CH2:24][C@@H:23]([OH:26])[CH2:22][CH2:21]1)[C:11]([C@H:13]1[CH2:18][CH2:17][C@H:16]([CH3:19])[CH2:15][CH2:14]1)=[O:12])=[O:4].[CH3:33][S:34](Cl)(=[O:36])=[O:35].C(N(CC)CC)C.O.